Dataset: Catalyst prediction with 721,799 reactions and 888 catalyst types from USPTO. Task: Predict which catalyst facilitates the given reaction. (1) Reactant: CCN(C(C)C)C(C)C.[CH:10]1([CH:15]([C:19]2[CH:24]=[CH:23][C:22]([CH2:25][N:26]3[C:31](=[O:32])[CH2:30][O:29][C:28]([C:33]4[CH:38]=[CH:37][CH:36]=[CH:35][CH:34]=4)=[N:27]3)=[CH:21][CH:20]=2)[C:16](O)=[O:17])[CH2:14][CH2:13][CH2:12][CH2:11]1.[NH2:39][CH:40]([CH3:54])[CH2:41][CH2:42][CH2:43][C:44]1([C:47]([O:49][C:50]([CH3:53])([CH3:52])[CH3:51])=[O:48])[CH2:46][CH2:45]1.CN(C(ON1N=NC2C=CC=NC1=2)=[N+](C)C)C.F[P-](F)(F)(F)(F)F. Product: [CH:10]1([CH:15]([C:19]2[CH:24]=[CH:23][C:22]([CH2:25][N:26]3[C:31](=[O:32])[CH2:30][O:29][C:28]([C:33]4[CH:38]=[CH:37][CH:36]=[CH:35][CH:34]=4)=[N:27]3)=[CH:21][CH:20]=2)[C:16]([NH:39][CH:40]([CH3:54])[CH2:41][CH2:42][CH2:43][C:44]2([C:47]([O:49][C:50]([CH3:53])([CH3:52])[CH3:51])=[O:48])[CH2:45][CH2:46]2)=[O:17])[CH2:14][CH2:13][CH2:12][CH2:11]1. The catalyst class is: 18. (2) Reactant: Br[C:2]1[CH:3]=[C:4]2[C:9](=[CH:10][CH:11]=1)[C:8](=[O:12])[N:7]([CH2:13][C:14]([CH3:25])([CH3:24])[CH2:15][O:16][Si](C(C)(C)C)(C)C)[CH:6]=[C:5]2[CH2:26][N:27]1[CH2:32][CH2:31][N:30]([CH2:33][CH2:34][CH2:35][OH:36])[CH2:29][CH2:28]1.[CH:37]1([NH:40][C:41](=[O:59])[C:42]2[CH:47]=[C:46](B3OC(C)(C)C(C)(C)O3)[C:45]([CH3:57])=[C:44]([F:58])[CH:43]=2)[CH2:39][CH2:38]1.C(=O)([O-])[O-].[K+].[K+]. Product: [CH:37]1([NH:40][C:41](=[O:59])[C:42]2[CH:47]=[C:46]([C:2]3[CH:3]=[C:4]4[C:9](=[CH:10][CH:11]=3)[C:8](=[O:12])[N:7]([CH2:13][C:14]([CH3:25])([CH3:24])[CH2:15][OH:16])[CH:6]=[C:5]4[CH2:26][N:27]3[CH2:28][CH2:29][N:30]([CH2:33][CH2:34][CH2:35][OH:36])[CH2:31][CH2:32]3)[C:45]([CH3:57])=[C:44]([F:58])[CH:43]=2)[CH2:38][CH2:39]1. The catalyst class is: 163.